Dataset: Forward reaction prediction with 1.9M reactions from USPTO patents (1976-2016). Task: Predict the product of the given reaction. (1) Given the reactants S(Cl)(Cl)=O.[CH2:5]([O:12][C:13]1[CH:14]=[CH:15][C:16]([N+:21]([O-:23])=[O:22])=[C:17]([CH:20]=1)[NH:18][CH3:19])[C:6]1[CH:11]=[CH:10][CH:9]=[CH:8][CH:7]=1.[CH3:24][O:25][C:26]([C:28]1[CH:29]=[C:30]([CH:36]=[CH:37][CH:38]=1)[O:31][CH2:32][C:33]([OH:35])=O)=[O:27], predict the reaction product. The product is: [CH2:5]([O:12][C:13]1[CH:14]=[CH:15][C:16]([N+:21]([O-:23])=[O:22])=[C:17]([N:18]([CH3:19])[C:33](=[O:35])[CH2:32][O:31][C:30]2[CH:29]=[C:28]([CH:38]=[CH:37][CH:36]=2)[C:26]([O:25][CH3:24])=[O:27])[CH:20]=1)[C:6]1[CH:7]=[CH:8][CH:9]=[CH:10][CH:11]=1. (2) Given the reactants C(OC(=O)[NH:7][CH2:8][CH2:9][N:10]1[C:14]2[C:15]([N:19]([CH2:22][CH3:23])[CH2:20][CH3:21])=[CH:16][CH:17]=[CH:18][C:13]=2[N:12]=[C:11]1[C:24]([C:26]1[CH:31]=[CH:30][C:29]([Cl:32])=[CH:28][C:27]=1[Cl:33])=O)(C)(C)C.Cl, predict the reaction product. The product is: [Cl:33][C:27]1[CH:28]=[C:29]([Cl:32])[CH:30]=[CH:31][C:26]=1[C:24]1[C:11]2=[N:12][C:13]3[C:14](=[C:15]([N:19]([CH2:22][CH3:23])[CH2:20][CH3:21])[CH:16]=[CH:17][CH:18]=3)[N:10]2[CH2:9][CH2:8][N:7]=1. (3) Given the reactants [CH3:1][O:2][CH:3]([O:16][CH3:17])[C:4]1[N:13]=[C:12]2[C:7]([CH2:8][CH2:9][CH2:10][NH:11]2)=[CH:6][C:5]=1[O:14][CH3:15].[C:18]1([O:24][C:25](=O)[O:26]C2C=CC=CC=2)[CH:23]=[CH:22][CH:21]=[CH:20][CH:19]=1.[Li+].C[Si]([N-][Si](C)(C)C)(C)C, predict the reaction product. The product is: [CH3:17][O:16][CH:3]([O:2][CH3:1])[C:4]1[N:13]=[C:12]2[C:7]([CH2:8][CH2:9][CH2:10][N:11]2[C:25]([O:24][C:18]2[CH:23]=[CH:22][CH:21]=[CH:20][CH:19]=2)=[O:26])=[CH:6][C:5]=1[O:14][CH3:15]. (4) Given the reactants [CH3:1][O:2][C:3]([C:5]1[C:14]([OH:15])=[C:13]2[C:8]([CH:9]=[C:10]([CH2:16][C:17]3[CH:22]=[CH:21][C:20]([F:23])=[CH:19][CH:18]=3)[CH:11]=[N:12]2)=[C:7]([I:24])[N:6]=1)=[O:4].C1CCN2C(=NCCC2)CC1.[CH2:36](Br)[C:37]1[CH:42]=[CH:41][CH:40]=[CH:39][CH:38]=1.C(O)(=O)CC(CC(O)=O)(C(O)=O)O.S([O-])(O)=O.[Na+], predict the reaction product. The product is: [CH3:1][O:2][C:3]([C:5]1[C:14]([O:15][CH2:36][C:37]2[CH:42]=[CH:41][CH:40]=[CH:39][CH:38]=2)=[C:13]2[C:8]([CH:9]=[C:10]([CH2:16][C:17]3[CH:22]=[CH:21][C:20]([F:23])=[CH:19][CH:18]=3)[CH:11]=[N:12]2)=[C:7]([I:24])[N:6]=1)=[O:4]. (5) Given the reactants Cl.[F:2][C:3]1[CH:4]=[C:5]([C:17]2[CH2:18][CH2:19][N:20]([S:23]([CH3:26])(=[O:25])=[O:24])[CH2:21][CH:22]=2)[CH:6]=[CH:7][C:8]=1[O:9][CH2:10][CH:11]1[CH2:16][CH2:15][NH:14][CH2:13][CH2:12]1.[F:27][C:28]([CH3:33])([CH3:32])[C:29](O)=O, predict the reaction product. The product is: [F:2][C:3]1[CH:4]=[C:5]([C:17]2[CH2:22][CH2:21][N:20]([S:23]([CH3:26])(=[O:25])=[O:24])[CH2:19][CH:18]=2)[CH:6]=[CH:7][C:8]=1[O:9][CH2:10][CH:11]1[CH2:12][CH2:13][N:14]([CH2:29][C:28]([F:27])([CH3:33])[CH3:32])[CH2:15][CH2:16]1. (6) The product is: [CH3:1][C:2]1[C:11]([CH2:12][C:13]([O:14][CH3:21])=[O:36])=[C:10]([C:15]2[CH:16]=[CH:17][CH:18]=[CH:19][CH:20]=2)[C:9]2[CH2:8][CH2:7][CH2:6][CH2:5][C:4]=2[N:3]=1. Given the reactants [CH3:1][C:2]1[C:11]([CH2:12][CH2:13][OH:14])=[C:10]([C:15]2[CH:20]=[CH:19][CH:18]=[CH:17][CH:16]=2)[C:9]2[CH2:8][CH2:7][CH2:6][CH2:5][C:4]=2[N:3]=1.[C:21](Cl)(Cl)(Cl)Cl.I([O-])(=O)(=O)=O.[Na+].S(Cl)(Cl)=O.[OH2:36], predict the reaction product.